The task is: Predict the reaction yield, written as a fraction of the theoretical maximum amount of product (1.0 means a 100% yield; for example, 0.34 means a 34% yield).. This data is from Reaction yield outcomes from USPTO patents with 853,638 reactions. (1) The reactants are Br[C:2]1[C:3]([C:8]#[N:9])=[N:4][CH:5]=[CH:6][CH:7]=1.[Cl:10][C:11]1[CH:12]=[C:13]([CH:17]=[CH:18][N:19]=1)[C:14](Cl)=[O:15].[Br-].C(OCC)(=O)C. The catalyst is C1COCC1.[Zn].Cl[Pd](Cl)([P](C1C=CC=CC=1)(C1C=CC=CC=1)C1C=CC=CC=1)[P](C1C=CC=CC=1)(C1C=CC=CC=1)C1C=CC=CC=1.O. The product is [Cl:10][C:11]1[CH:12]=[C:13]([C:14]([C:2]2[C:3]([C:8]#[N:9])=[N:4][CH:5]=[CH:6][CH:7]=2)=[O:15])[CH:17]=[CH:18][N:19]=1. The yield is 0.300. (2) The reactants are N#N.[CH3:3][O:4][C:5](=[O:37])[CH2:6][C:7]1[S:8][C:9]([C:12]2[CH:17]=[CH:16][CH:15]=[CH:14][C:13]=2[NH:18][C:19]([C:21]2[CH:22]=[N:23][CH:24]=[C:25]([C:27]3[CH:32]=[CH:31][C:30]([O:33]C)=[CH:29][C:28]=3[O:35]C)[CH:26]=2)=[O:20])=[CH:10][CH:11]=1.B(Br)(Br)Br.O. The catalyst is ClCCl. The product is [OH:35][C:28]1[CH:29]=[C:30]([OH:33])[CH:31]=[CH:32][C:27]=1[C:25]1[CH:26]=[C:21]([C:19]([NH:18][C:13]2[CH:14]=[CH:15][CH:16]=[CH:17][C:12]=2[C:9]2[S:8][C:7]([CH2:6][C:5]([OH:37])=[O:4])=[CH:11][CH:10]=2)=[O:20])[CH:22]=[N:23][CH:24]=1.[CH3:3][O:4][C:5](=[O:37])[CH2:6][C:7]1[S:8][C:9]([C:12]2[CH:17]=[CH:16][CH:15]=[CH:14][C:13]=2[NH:18][C:19]([C:21]2[CH:22]=[N:23][CH:24]=[C:25]([C:27]3[CH:32]=[CH:31][C:30]([OH:33])=[CH:29][C:28]=3[OH:35])[CH:26]=2)=[O:20])=[CH:10][CH:11]=1. The yield is 0.460. (3) The reactants are CN(C(ON1N=NC2C=CC=NC1=2)=[N+](C)C)C.F[P-](F)(F)(F)(F)F.[NH2:25][C:26]1[CH:34]=[CH:33][C:29]([C:30]([OH:32])=O)=[CH:28][C:27]=1[O:35][CH3:36].CCN(C(C)C)C(C)C.[CH3:46][N:47]1[CH2:52][CH2:51][NH:50][CH2:49][CH2:48]1. The catalyst is CN(C=O)C. The product is [NH2:25][C:26]1[CH:34]=[CH:33][C:29]([C:30]([N:50]2[CH2:51][CH2:52][N:47]([CH3:46])[CH2:48][CH2:49]2)=[O:32])=[CH:28][C:27]=1[O:35][CH3:36]. The yield is 0.310. (4) The reactants are [C:1]1([CH2:7][CH2:8][CH2:9][CH2:10][CH2:11][CH2:12][CH2:13][CH2:14][CH2:15][CH2:16][CH2:17][CH2:18][CH2:19][CH2:20][CH2:21][CH2:22][CH2:23][CH3:24])[CH:6]=[CH:5][CH:4]=[CH:3][CH:2]=1.[Cl:25][S:26](O)(=[O:28])=[O:27]. The catalyst is C(Cl)(Cl)Cl. The product is [CH2:7]([C:1]1[CH:6]=[CH:5][C:4]([S:26]([Cl:25])(=[O:28])=[O:27])=[CH:3][CH:2]=1)[CH2:8][CH2:9][CH2:10][CH2:11][CH2:12][CH2:13][CH2:14][CH2:15][CH2:16][CH2:17][CH2:18][CH2:19][CH2:20][CH2:21][CH2:22][CH2:23][CH3:24]. The yield is 0.560. (5) The reactants are [F:1][C:2]1[CH:3]=[C:4]([CH:12]([C:16]2[CH:21]=[CH:20][C:19]([F:22])=[CH:18][CH:17]=2)[NH:13][CH:14]=O)[CH:5]=[C:6]([C:8]([F:11])([F:10])[F:9])[CH:7]=1.CCN(CC)CC.P(Cl)(Cl)(Cl)=O. The catalyst is C1COCC1. The product is [F:1][C:2]1[CH:7]=[C:6]([C:8]([F:10])([F:11])[F:9])[CH:5]=[C:4]([CH:12]([C:16]2[CH:17]=[CH:18][C:19]([F:22])=[CH:20][CH:21]=2)[N+:13]#[C-:14])[CH:3]=1. The yield is 0.930. (6) The reactants are Cl[CH2:2][C:3]1[O:7][N:6]=[C:5]([CH:8]([CH3:10])[CH3:9])[N:4]=1.[OH:11][CH:12]1[CH2:16][CH2:15][NH:14][CH2:13]1.C([O-])([O-])=O.[K+].[K+]. The catalyst is CC#N. The product is [OH:11][CH:12]1[CH2:16][CH2:15][N:14]([CH2:2][C:3]2[O:7][N:6]=[C:5]([CH:8]([CH3:10])[CH3:9])[N:4]=2)[CH2:13]1. The yield is 0.820.